Dataset: Reaction yield outcomes from USPTO patents with 853,638 reactions. Task: Predict the reaction yield, written as a fraction of the theoretical maximum amount of product (1.0 means a 100% yield; for example, 0.34 means a 34% yield). (1) The reactants are C(O[BH-](O[C:11](=[O:13])[CH3:12])OC(=O)C)(=O)C.[Na+].Cl.FC1(F)C(C)CC[NH:19]C1.CC([C:43]1[CH:48]=[C:47]([C:49]([F:52])([F:51])[F:50])[CH:46]=[C:45](C(F)(F)F)[CH:44]=1)C(NC1(C2C=CC=CC=2)CCC(=O)CC1)=O.C(N(CC)CC)C.C(=O)([O-])O.[Na+]. The catalyst is ClC(Cl)C.ClCCl. The product is [F:50][C:49]([C:47]1[CH:48]=[CH:43][CH:44]=[CH:45][C:46]=1[CH2:12][C:11]([NH2:19])=[O:13])([F:51])[F:52]. The yield is 0.0700. (2) The reactants are [F:1][C:2]1[C:3]([C:12]2[O:13][CH:14]=[CH:15][N:16]=2)=[C:4]([CH:9]=[CH:10][CH:11]=1)[C:5]([O:7]C)=[O:6].[OH-].[Na+].Cl. The catalyst is CO. The product is [F:1][C:2]1[C:3]([C:12]2[O:13][CH:14]=[CH:15][N:16]=2)=[C:4]([CH:9]=[CH:10][CH:11]=1)[C:5]([OH:7])=[O:6]. The yield is 0.580.